Task: Regression. Given two drug SMILES strings and cell line genomic features, predict the synergy score measuring deviation from expected non-interaction effect.. Dataset: NCI-60 drug combinations with 297,098 pairs across 59 cell lines (1) Drug 1: CC(C1=C(C=CC(=C1Cl)F)Cl)OC2=C(N=CC(=C2)C3=CN(N=C3)C4CCNCC4)N. Drug 2: C1=CC=C(C(=C1)C(C2=CC=C(C=C2)Cl)C(Cl)Cl)Cl. Cell line: OVCAR3. Synergy scores: CSS=6.46, Synergy_ZIP=4.42, Synergy_Bliss=7.97, Synergy_Loewe=4.89, Synergy_HSA=5.09. (2) Drug 1: C1CCC(CC1)NC(=O)N(CCCl)N=O. Drug 2: C1CNP(=O)(OC1)N(CCCl)CCCl. Cell line: SF-295. Synergy scores: CSS=37.7, Synergy_ZIP=2.83, Synergy_Bliss=4.54, Synergy_Loewe=-23.3, Synergy_HSA=3.74. (3) Drug 1: CC1=C(C(CCC1)(C)C)C=CC(=CC=CC(=CC(=O)O)C)C. Drug 2: CN(C(=O)NC(C=O)C(C(C(CO)O)O)O)N=O. Cell line: HCT116. Synergy scores: CSS=3.92, Synergy_ZIP=-0.165, Synergy_Bliss=0.574, Synergy_Loewe=1.88, Synergy_HSA=-2.16. (4) Drug 1: C1=NC2=C(N=C(N=C2N1C3C(C(C(O3)CO)O)O)F)N. Drug 2: CC1=C(C(CCC1)(C)C)C=CC(=CC=CC(=CC(=O)O)C)C. Cell line: DU-145. Synergy scores: CSS=-1.45, Synergy_ZIP=4.71, Synergy_Bliss=7.91, Synergy_Loewe=-2.07, Synergy_HSA=-1.85. (5) Drug 1: CC1C(C(CC(O1)OC2CC(CC3=C2C(=C4C(=C3O)C(=O)C5=C(C4=O)C(=CC=C5)OC)O)(C(=O)C)O)N)O.Cl. Drug 2: C#CCC(CC1=CN=C2C(=N1)C(=NC(=N2)N)N)C3=CC=C(C=C3)C(=O)NC(CCC(=O)O)C(=O)O. Cell line: HS 578T. Synergy scores: CSS=9.06, Synergy_ZIP=-5.14, Synergy_Bliss=-3.57, Synergy_Loewe=-9.01, Synergy_HSA=-4.28. (6) Drug 1: CCCS(=O)(=O)NC1=C(C(=C(C=C1)F)C(=O)C2=CNC3=C2C=C(C=N3)C4=CC=C(C=C4)Cl)F. Drug 2: CCN(CC)CCNC(=O)C1=C(NC(=C1C)C=C2C3=C(C=CC(=C3)F)NC2=O)C. Cell line: OVCAR-4. Synergy scores: CSS=-1.33, Synergy_ZIP=1.50, Synergy_Bliss=1.06, Synergy_Loewe=-0.365, Synergy_HSA=-1.60.